From a dataset of Catalyst prediction with 721,799 reactions and 888 catalyst types from USPTO. Predict which catalyst facilitates the given reaction. Reactant: Cl.[CH2:2]([C:6]1[CH:11]=[CH:10][C:9]([C:12]#[C:13][C:14]2[CH:34]=[CH:33][C:17]([CH2:18][NH:19][CH2:20][C:21]3[CH:32]=[CH:31][C:24]([O:25][CH2:26][C:27]([O:29]C)=[O:28])=[CH:23][CH:22]=3)=[CH:16][CH:15]=2)=[CH:8][CH:7]=1)[CH2:3][CH2:4][CH3:5].CCN(C(C)C)C(C)C.[CH:44]1([N:50]=[C:51]=[O:52])[CH2:49][CH2:48][CH2:47][CH2:46][CH2:45]1.C(O)C(N)(CO)CO. Product: [CH2:2]([C:6]1[CH:7]=[CH:8][C:9]([C:12]#[C:13][C:14]2[CH:15]=[CH:16][C:17]([CH2:18][N:19]([CH2:20][C:21]3[CH:22]=[CH:23][C:24]([O:25][CH2:26][C:27]([OH:29])=[O:28])=[CH:31][CH:32]=3)[C:51]([NH:50][CH:44]3[CH2:49][CH2:48][CH2:47][CH2:46][CH2:45]3)=[O:52])=[CH:33][CH:34]=2)=[CH:10][CH:11]=1)[CH2:3][CH2:4][CH3:5]. The catalyst class is: 2.